This data is from Reaction yield outcomes from USPTO patents with 853,638 reactions. The task is: Predict the reaction yield, written as a fraction of the theoretical maximum amount of product (1.0 means a 100% yield; for example, 0.34 means a 34% yield). The reactants are Br[C:2]1[C:11]([CH3:12])=[CH:10][CH:9]=[CH:8][C:3]=1[C:4]([O:6][CH3:7])=[O:5].[O:13]1[CH2:18][CH2:17]C(=O)[CH2:15][CH:14]1[CH:20]1[CH2:25][CH2:24][O:23][CH2:22][CH2:21]1.CC1(C)C2C(=C(P(C3C=CC=CC=3)C3C=CC=CC=3)C=CC=2)OC2C(P(C3C=CC=CC=3)C3C=CC=CC=3)=CC=CC1=2.C([O-])([O-])=O.[Cs+].[Cs+]. The catalyst is C1C=CC(/C=C/C(/C=C/C2C=CC=CC=2)=O)=CC=1.C1C=CC(/C=C/C(/C=C/C2C=CC=CC=2)=O)=CC=1.C1C=CC(/C=C/C(/C=C/C2C=CC=CC=2)=O)=CC=1.[Pd].[Pd].C1(C)C=CC=CC=1. The product is [CH3:12][C:11]1[C:2]2[C:17]3[CH2:18][O:13][CH:14]([CH:20]4[CH2:25][CH2:24][O:23][CH2:22][CH2:21]4)[CH2:15][C:7]=3[O:6][C:4](=[O:5])[C:3]=2[CH:8]=[CH:9][CH:10]=1. The yield is 0.0500.